Dataset: Catalyst prediction with 721,799 reactions and 888 catalyst types from USPTO. Task: Predict which catalyst facilitates the given reaction. (1) Product: [NH3:12].[C:50]([OH:49])(=[O:20])/[CH:51]=[CH:1]/[C:2]([OH:11])=[O:52].[CH:1]1[C:10]2[C:5](=[CH:6][CH:7]=[CH:8][CH:9]=2)[CH:4]=[CH:3][C:2]=1[O:11][CH:14]1[CH:15]2[CH2:18][CH2:19][N:12]([CH2:17][CH2:16]2)[CH2:13]1. The catalyst class is: 7. Reactant: [CH:1]1[C:10]2[C:5](=[CH:6][CH:7]=[CH:8][CH:9]=2)[CH:4]=[CH:3][C:2]=1[OH:11].[N:12]12[CH2:19][CH2:18][CH:15]([CH2:16][CH2:17]1)[CH:14]([OH:20])[CH2:13]2.C1(P(C2C=CC=CC=2)C2C=CC=CC=2)C=CC=CC=1.CCOC(/N=N/C([O:49][CH2:50][CH3:51])=O)=O.[OH-:52].[Na+]. (2) Reactant: C([O:8][C:9]1[CH:14]=[CH:13][C:12]([C:15]2[NH:16][C:17](=[O:27])[C:18]3[C:23]([CH:24]=2)=[CH:22][CH:21]=[C:20]([O:25][CH3:26])[CH:19]=3)=[CH:11][CH:10]=1)C1C=CC=CC=1.[OH:8][C:9]1[CH:10]=[CH:11][C:12]([C:15]2[NH:16][C:17](=[O:27])[C:18]3[C:23]([CH:24]=2)=[CH:22][CH:21]=[C:20]([O:25][CH3:26])[CH:19]=3)=[CH:13][CH:14]=1. Product: [OH:8][C:9]1[CH:10]=[CH:11][C:12]([C:15]2[NH:16][C:17](=[O:27])[C:18]3[C:23]([CH:24]=2)=[CH:22][CH:21]=[C:20]([O:25][CH3:26])[CH:19]=3)=[CH:13][CH:14]=1. The catalyst class is: 63.